This data is from Full USPTO retrosynthesis dataset with 1.9M reactions from patents (1976-2016). The task is: Predict the reactants needed to synthesize the given product. (1) Given the product [CH3:1][O:2][C:3]([C:5]1[S:12][C:11]2[CH:10]=[C:9]([C:13]3[CH:14]=[C:15]4[C:20](=[CH:21][CH:22]=3)[N:19]=[C:18]([C:27]3[S:26][C:25]([CH3:24])=[N:29][C:28]=3[CH3:30])[CH:17]=[CH:16]4)[NH:8][C:7]=2[CH:6]=1)=[O:4], predict the reactants needed to synthesize it. The reactants are: [CH3:1][O:2][C:3]([C:5]1[S:12][C:11]2[CH:10]=[C:9]([C:13]3[CH:14]=[C:15]4[C:20](=[CH:21][CH:22]=3)[N:19]=[C:18](Cl)[CH:17]=[CH:16]4)[NH:8][C:7]=2[CH:6]=1)=[O:4].[CH3:24][C:25]1[S:26][C:27](B2OC(C)(C)C(C)(C)O2)=[C:28]([CH3:30])[N:29]=1.[O-]P([O-])([O-])=O.[K+].[K+].[K+]. (2) Given the product [CH3:36][O:35][C:29]1[CH:28]=[C:27]([CH:32]=[CH:31][C:30]=1[O:33][CH3:34])[CH2:26][CH:13]1[C:14]2[C:19](=[CH:18][C:17]([O:22][CH3:23])=[C:16]([O:24][CH3:25])[CH:15]=2)[CH2:20][CH2:21][CH:12]1[N:7]1[CH:8]=[CH:9][CH:10]=[N:11][CH:6]1[CH2:5][C:4]([OH:37])=[O:3], predict the reactants needed to synthesize it. The reactants are: C([O:3][C:4](=[O:37])[CH2:5][CH:6]1[N:11]=[CH:10][CH:9]=[CH:8][N:7]1[CH:12]1[CH2:21][CH2:20][C:19]2[C:14](=[CH:15][C:16]([O:24][CH3:25])=[C:17]([O:22][CH3:23])[CH:18]=2)[CH:13]1[CH2:26][C:27]1[CH:32]=[CH:31][C:30]([O:33][CH3:34])=[C:29]([O:35][CH3:36])[CH:28]=1)C.[OH-].[Na+]. (3) Given the product [CH3:33][C:25]1[N:24]=[C:23]([O:19][C:16]2[CH:17]=[CH:18][C:13]([CH2:12][CH2:11][NH:10][C:8]3[C:9]4[N:1]=[CH:2][S:3][C:4]=4[N:5]=[CH:6][N:7]=3)=[CH:14][CH:15]=2)[CH:28]=[C:27]([C:29]([F:32])([F:30])[F:31])[CH:26]=1, predict the reactants needed to synthesize it. The reactants are: [N:1]1[C:9]2[C:8]([NH:10][CH2:11][CH2:12][C:13]3[CH:18]=[CH:17][C:16]([OH:19])=[CH:15][CH:14]=3)=[N:7][CH:6]=[N:5][C:4]=2[S:3][CH:2]=1.[H-].[Na+].Cl[C:23]1[CH:28]=[C:27]([C:29]([F:32])([F:31])[F:30])[CH:26]=[C:25]([CH3:33])[N:24]=1. (4) The reactants are: [CH:1]1[C:6]([O:7][CH2:8][C:9]([F:12])([F:11])[F:10])=[CH:5][C:4](C(NCC2NCCCC2)=O)=[C:3]([O:23][CH2:24][C:25]([F:28])([F:27])[F:26])[CH:2]=1.[F:29][C:30]([F:49])([F:48])[CH2:31][O:32][C:33]1[CH:41]=[CH:40][C:39]([O:42][CH2:43][C:44]([F:47])([F:46])[F:45])=[CH:38][C:34]=1[C:35]([OH:37])=[O:36].BrC1C=CC(Br)=CC=1.F[C:59](F)(F)[CH2:60][O:61]C1C=CC(OCC(F)(F)F)=CC=1.FC(F)(F)CO.BrC1C=CC=CC=1Br. Given the product [F:29][C:30]([F:48])([F:49])[CH2:31][O:32][C:33]1[CH:41]=[CH:40][C:39]([O:42][CH2:43][C:44]([F:47])([F:46])[F:45])=[CH:38][C:34]=1[C:35]([OH:37])=[O:36].[CH3:59][C:60]([C:4]1[CH:5]=[C:6]([O:7][CH2:8][C:9]([F:11])([F:12])[F:10])[CH:1]=[CH:2][C:3]=1[O:23][CH2:24][C:25]([F:28])([F:27])[F:26])=[O:61], predict the reactants needed to synthesize it. (5) Given the product [CH3:15][O:16][C:17]1[CH:24]=[CH:23][C:20]([C:21]2[NH:1][N:2]=[C:3]([C:5]3[C:14]4[C:9](=[CH:10][CH:11]=[CH:12][CH:13]=4)[CH:8]=[CH:7][N:6]=3)[N:4]=2)=[C:19]([OH:25])[CH:18]=1, predict the reactants needed to synthesize it. The reactants are: [NH2:1][NH:2][C:3]([C:5]1[C:14]2[C:9](=[CH:10][CH:11]=[CH:12][CH:13]=2)[CH:8]=[CH:7][N:6]=1)=[NH:4].[CH3:15][O:16][C:17]1[CH:24]=[CH:23][C:20]([CH:21]=O)=[C:19]([OH:25])[CH:18]=1. (6) Given the product [N:40]([C@@H:43]([C@H:47]1[CH2:51][CH2:50][O:49][CH2:48]1)[C:44]([NH:1][C@@H:2]([CH2:33][C:34]1[CH:35]=[CH:36][CH:37]=[CH:38][CH:39]=1)[C@@H:3]([OH:32])[CH2:4][C@@H:5]([NH:19][C:20](=[O:21])[C@H:22]([C:23]([CH3:26])([CH3:25])[CH3:24])[NH:27][C:28]([O:29][CH3:30])=[O:31])[CH2:6][C:7]1[CH:12]=[CH:11][C:10]([C:13]2[CH:18]=[CH:17][CH:16]=[CH:15][N:14]=2)=[CH:9][CH:8]=1)=[O:45])=[N+:41]=[N-:42], predict the reactants needed to synthesize it. The reactants are: [NH2:1][C@@H:2]([CH2:33][C:34]1[CH:39]=[CH:38][CH:37]=[CH:36][CH:35]=1)[C@@H:3]([OH:32])[CH2:4][C@@H:5]([NH:19][C:20]([C@@H:22]([NH:27][C:28](=[O:31])[O:29][CH3:30])[C:23]([CH3:26])([CH3:25])[CH3:24])=[O:21])[CH2:6][C:7]1[CH:12]=[CH:11][C:10]([C:13]2[CH:18]=[CH:17][CH:16]=[CH:15][N:14]=2)=[CH:9][CH:8]=1.[N:40]([C@@H:43]([C@H:47]1[CH2:51][CH2:50][O:49][CH2:48]1)[C:44](O)=[O:45])=[N+:41]=[N-:42].CCOP(ON1N=NC2C=CC=CC=2C1=O)(OCC)=O.C(N(CC)C(C)C)(C)C.